The task is: Regression. Given two drug SMILES strings and cell line genomic features, predict the synergy score measuring deviation from expected non-interaction effect.. This data is from NCI-60 drug combinations with 297,098 pairs across 59 cell lines. (1) Drug 1: COC1=NC(=NC2=C1N=CN2C3C(C(C(O3)CO)O)O)N. Drug 2: C1=NNC2=C1C(=O)NC=N2. Cell line: LOX IMVI. Synergy scores: CSS=2.62, Synergy_ZIP=5.37, Synergy_Bliss=1.23, Synergy_Loewe=0.922, Synergy_HSA=-0.734. (2) Drug 1: C1CN1P(=S)(N2CC2)N3CC3. Drug 2: CC1=C(C(=CC=C1)Cl)NC(=O)C2=CN=C(S2)NC3=CC(=NC(=N3)C)N4CCN(CC4)CCO. Cell line: ACHN. Synergy scores: CSS=37.6, Synergy_ZIP=-1.14, Synergy_Bliss=1.88, Synergy_Loewe=-0.483, Synergy_HSA=1.75. (3) Drug 1: C1CC(=O)NC(=O)C1N2CC3=C(C2=O)C=CC=C3N. Drug 2: CN(CCCl)CCCl.Cl. Cell line: MOLT-4. Synergy scores: CSS=2.98, Synergy_ZIP=0.729, Synergy_Bliss=-7.62, Synergy_Loewe=-60.4, Synergy_HSA=-10.5. (4) Drug 1: C1CCC(CC1)NC(=O)N(CCCl)N=O. Cell line: MALME-3M. Drug 2: CN1C(=O)N2C=NC(=C2N=N1)C(=O)N. Synergy scores: CSS=17.5, Synergy_ZIP=-1.95, Synergy_Bliss=2.92, Synergy_Loewe=-6.95, Synergy_HSA=-0.762. (5) Drug 1: CN(C)C1=NC(=NC(=N1)N(C)C)N(C)C. Drug 2: C1=CC(=CC=C1C#N)C(C2=CC=C(C=C2)C#N)N3C=NC=N3. Cell line: EKVX. Synergy scores: CSS=-2.23, Synergy_ZIP=0.562, Synergy_Bliss=-2.33, Synergy_Loewe=-4.43, Synergy_HSA=-4.43. (6) Drug 1: CN1C(=O)N2C=NC(=C2N=N1)C(=O)N. Drug 2: CCN(CC)CCNC(=O)C1=C(NC(=C1C)C=C2C3=C(C=CC(=C3)F)NC2=O)C. Cell line: OVCAR-8. Synergy scores: CSS=-0.621, Synergy_ZIP=1.37, Synergy_Bliss=0.112, Synergy_Loewe=0.0334, Synergy_HSA=-1.20.